This data is from NCI-60 drug combinations with 297,098 pairs across 59 cell lines. The task is: Regression. Given two drug SMILES strings and cell line genomic features, predict the synergy score measuring deviation from expected non-interaction effect. Drug 1: CC1C(C(CC(O1)OC2CC(CC3=C2C(=C4C(=C3O)C(=O)C5=C(C4=O)C(=CC=C5)OC)O)(C(=O)CO)O)N)O.Cl. Drug 2: C(CN)CNCCSP(=O)(O)O. Cell line: HT29. Synergy scores: CSS=-2.36, Synergy_ZIP=2.94, Synergy_Bliss=2.19, Synergy_Loewe=1.90, Synergy_HSA=-0.449.